This data is from Forward reaction prediction with 1.9M reactions from USPTO patents (1976-2016). The task is: Predict the product of the given reaction. (1) Given the reactants Br[C:2]1[N:3]=[CH:4][C:5]([NH:8][C:9](=[O:26])[CH:10]([NH:14][C:15](=[O:25])[CH2:16][C:17]2[CH:22]=[C:21]([F:23])[CH:20]=[C:19]([F:24])[CH:18]=2)[CH2:11][CH2:12][CH3:13])=[N:6][CH:7]=1.[CH2:27]([NH2:35])[CH2:28][C:29]1[CH:34]=[CH:33][CH:32]=[CH:31][CH:30]=1, predict the reaction product. The product is: [CH2:27]([NH:35][C:2]1[N:3]=[CH:4][C:5]([NH:8][C:9](=[O:26])[CH:10]([NH:14][C:15](=[O:25])[CH2:16][C:17]2[CH:22]=[C:21]([F:23])[CH:20]=[C:19]([F:24])[CH:18]=2)[CH2:11][CH2:12][CH3:13])=[N:6][CH:7]=1)[CH2:28][C:29]1[CH:34]=[CH:33][CH:32]=[CH:31][CH:30]=1. (2) Given the reactants [O:1]1[C:5]2[CH:6]=[CH:7][C:8]([CH2:10][NH2:11])=[CH:9][C:4]=2[O:3][CH2:2]1.[N:12]1[CH:17]=[CH:16][CH:15]=[CH:14][C:13]=1[CH2:18][CH2:19][NH2:20], predict the reaction product. The product is: [O:1]1[C:5]2[CH:6]=[CH:7][C:8]([CH2:10][NH:11][C:4](=[O:3])[C:5]([NH:20][CH2:19][CH2:18][C:13]3[CH:14]=[CH:15][CH:16]=[CH:17][N:12]=3)=[O:1])=[CH:9][C:4]=2[O:3][CH2:2]1. (3) Given the reactants [C:1]([OH:14])(=[O:13])[C@@:2]1([CH2:12][CH2:11][C@H:7]([C:8]([OH:10])=[O:9])[C:4]1([CH3:6])[CH3:5])[CH3:3].[CH3:15]O, predict the reaction product. The product is: [CH3:15][O:9][C:8]([C@H:7]1[CH2:11][CH2:12][C@@:2]([CH3:3])([C:1]([OH:14])=[O:13])[C:4]1([CH3:6])[CH3:5])=[O:10]. (4) Given the reactants [I-].[Na+].Cl[Si](C)(C)[CH3:5].[CH2:8]([O:15][C:16]1[C:21]([C:22](=[O:32])[NH:23][CH2:24][C:25]2[CH:30]=[CH:29][C:28]([F:31])=[CH:27][CH:26]=2)=[CH:20][N:19]=[C:18]([C:33]([O:35][CH3:36])=[O:34])[C:17]=1[O:37][CH3:38])[C:9]1C=CC=CC=1.S([O-])(O)=O.[Na+], predict the reaction product. The product is: [CH3:17][C:16]([CH3:21])=[O:15].[CH:16]([O:15][CH:8]([CH3:9])[CH3:5])([CH3:17])[CH3:21].[F:31][C:28]1[CH:27]=[CH:26][C:25]([CH2:24][NH:23][C:22]([C:21]2[C:16](=[O:15])[C:17]([O:37][CH3:38])=[C:18]([C:33]([O:35][CH3:36])=[O:34])[NH:19][CH:20]=2)=[O:32])=[CH:30][CH:29]=1. (5) Given the reactants [Cl:1][C:2]1[CH:3]=[C:4]([O:9][CH3:10])[CH:5]=[CH:6][C:7]=1[F:8].C([Li])CCC.[CH:16](OC)=[O:17], predict the reaction product. The product is: [Cl:1][C:2]1[C:7]([F:8])=[CH:6][CH:5]=[C:4]([O:9][CH3:10])[C:3]=1[CH:16]=[O:17]. (6) Given the reactants [CH2:1]([C:3]1[CH:24]=[CH:23][CH:22]=[C:21]([CH3:25])[C:4]=1[CH2:5][NH:6][C:7]1[C:12]([NH2:13])=[C:11]([NH:14][CH3:15])[CH:10]=[C:9]([O:16]CCOC)[N:8]=1)[CH3:2].[C:26]([O:32][CH3:33])(OC)(OC)[CH3:27].C(=O)(O)[O-].[Na+].[CH2:39](O)[CH3:40], predict the reaction product. The product is: [CH2:1]([C:3]1[CH:24]=[CH:23][CH:22]=[C:21]([CH3:25])[C:4]=1[CH2:5][NH:6][C:7]1[C:12]2[N:13]=[C:39]([CH3:40])[N:14]([CH3:15])[C:11]=2[CH:10]=[C:9]([O:16][CH2:27][CH2:26][O:32][CH3:33])[N:8]=1)[CH3:2]. (7) Given the reactants [Cl:1][C:2]1[CH:3]=[C:4]2[C:9](=[CH:10][CH:11]=1)[N:8]=[C:7]([NH:12][C:13](=[O:17])OCC)[C:6]([O:18][CH3:19])=[N:5]2.[C:20]([C:22]1[CH:27]=[CH:26][CH:25]=[CH:24][C:23]=1[N:28]1[CH2:33][CH2:32][NH:31][CH2:30][CH2:29]1)#[N:21], predict the reaction product. The product is: [Cl:1][C:2]1[CH:3]=[C:4]2[C:9](=[CH:10][CH:11]=1)[N:8]=[C:7]([NH:12][C:13]([N:31]1[CH2:30][CH2:29][N:28]([C:23]3[CH:24]=[CH:25][CH:26]=[CH:27][C:22]=3[C:20]#[N:21])[CH2:33][CH2:32]1)=[O:17])[C:6]([O:18][CH3:19])=[N:5]2. (8) Given the reactants [F:1][CH:2]([F:18])[C:3]1[CH:8]=[CH:7][C:6](B2OC(C)(C)C(C)(C)O2)=[CH:5][CH:4]=1.Br[C:20]1[N:24]2[CH:25]=[C:26]([C:29]3[CH:34]=[CH:33][C:32]([C:35]([N:37]4[CH2:42][CH2:41][N:40]([CH3:43])[CH2:39][CH2:38]4)=[O:36])=[CH:31][CH:30]=3)[N:27]=[CH:28][C:23]2=[N:22][CH:21]=1.[O-]P([O-])([O-])=O.[K+].[K+].[K+], predict the reaction product. The product is: [F:18][CH:2]([F:1])[C:3]1[CH:4]=[CH:5][C:6]([C:20]2[N:24]3[CH:25]=[C:26]([C:29]4[CH:30]=[CH:31][C:32]([C:35]([N:37]5[CH2:42][CH2:41][N:40]([CH3:43])[CH2:39][CH2:38]5)=[O:36])=[CH:33][CH:34]=4)[N:27]=[CH:28][C:23]3=[N:22][CH:21]=2)=[CH:7][CH:8]=1. (9) The product is: [C:1]([O:4][CH2:5][C:6]1[C:11]([N:12]2[CH2:24][CH2:23][N:15]3[C:16]4[CH2:17][CH2:18][CH2:19][CH2:20][C:21]=4[CH:22]=[C:14]3[C:13]2=[O:25])=[CH:10][C:9]([F:26])=[CH:8][C:7]=1[B:28]1[O:32][C:31]([CH3:34])([CH3:33])[C:30]([CH3:36])([CH3:35])[O:29]1)(=[O:3])[CH3:2]. Given the reactants [C:1]([O:4][CH2:5][C:6]1[C:11]([N:12]2[CH2:24][CH2:23][N:15]3[C:16]4[CH2:17][CH2:18][CH2:19][CH2:20][C:21]=4[CH:22]=[C:14]3[C:13]2=[O:25])=[CH:10][C:9]([F:26])=[CH:8][C:7]=1Br)(=[O:3])[CH3:2].[B:28]1([B:28]2[O:32][C:31]([CH3:34])([CH3:33])[C:30]([CH3:36])([CH3:35])[O:29]2)[O:32][C:31]([CH3:34])([CH3:33])[C:30]([CH3:36])([CH3:35])[O:29]1.CC([O-])=O.[K+], predict the reaction product. (10) Given the reactants Br[C:2]1[N:7]=[C:6]([C:8]([OH:10])=[O:9])[CH:5]=[CH:4][C:3]=1[F:11].[F:12][C:13]1[CH:18]=[C:17]([F:19])[CH:16]=[CH:15][C:14]=1B(O)O, predict the reaction product. The product is: [F:12][C:13]1[CH:18]=[C:17]([F:19])[CH:16]=[CH:15][C:14]=1[C:2]1[N:7]=[C:6]([C:8]([OH:10])=[O:9])[CH:5]=[CH:4][C:3]=1[F:11].